Dataset: Peptide-MHC class I binding affinity with 185,985 pairs from IEDB/IMGT. Task: Regression. Given a peptide amino acid sequence and an MHC pseudo amino acid sequence, predict their binding affinity value. This is MHC class I binding data. (1) The binding affinity (normalized) is 0.0847. The peptide sequence is NMERKLNLS. The MHC is HLA-A31:01 with pseudo-sequence HLA-A31:01. (2) The peptide sequence is MSCDDVVFGI. The MHC is HLA-A02:01 with pseudo-sequence HLA-A02:01. The binding affinity (normalized) is 0.360. (3) The peptide sequence is YALIDGIFL. The MHC is H-2-Db with pseudo-sequence H-2-Db. The binding affinity (normalized) is 0.982. (4) The peptide sequence is ALIFYIPF. The MHC is H-2-Db with pseudo-sequence H-2-Db. The binding affinity (normalized) is 0. (5) The peptide sequence is MTAMEESQSDI. The MHC is Mamu-A01 with pseudo-sequence Mamu-A01. The binding affinity (normalized) is 0. (6) The peptide sequence is LWPVTLACF. The MHC is HLA-A26:01 with pseudo-sequence HLA-A26:01. The binding affinity (normalized) is 0.0820. (7) The peptide sequence is RDYVDRFYKTL. The MHC is HLA-B51:01 with pseudo-sequence HLA-B51:01. The binding affinity (normalized) is 0. (8) The MHC is HLA-A02:01 with pseudo-sequence HLA-A02:01. The peptide sequence is PLYEVNSTMT. The binding affinity (normalized) is 0.248. (9) The peptide sequence is YTFFFTQYF. The MHC is BoLA-JSP.1 with pseudo-sequence BoLA-JSP.1. The binding affinity (normalized) is 0.335. (10) The peptide sequence is SCQGSDDIRK. The MHC is HLA-A68:01 with pseudo-sequence HLA-A68:01. The binding affinity (normalized) is 0.